Regression. Given two drug SMILES strings and cell line genomic features, predict the synergy score measuring deviation from expected non-interaction effect. From a dataset of NCI-60 drug combinations with 297,098 pairs across 59 cell lines. Drug 1: CN1C2=C(C=C(C=C2)N(CCCl)CCCl)N=C1CCCC(=O)O.Cl. Drug 2: CC12CCC3C(C1CCC2O)C(CC4=C3C=CC(=C4)O)CCCCCCCCCS(=O)CCCC(C(F)(F)F)(F)F. Cell line: A498. Synergy scores: CSS=1.18, Synergy_ZIP=-1.27, Synergy_Bliss=-0.394, Synergy_Loewe=-1.44, Synergy_HSA=-0.700.